From a dataset of Reaction yield outcomes from USPTO patents with 853,638 reactions. Predict the reaction yield, written as a fraction of the theoretical maximum amount of product (1.0 means a 100% yield; for example, 0.34 means a 34% yield). The reactants are B(F)(F)F.CCOCC.[CH2:10]([O:17][C:18]1[CH:36]=[CH:35][C:21]([C:22]([O:24][CH2:25][C:26]([C:28]2[CH:33]=[CH:32][C:31]([Br:34])=[CH:30][CH:29]=2)=O)=O)=[CH:20][CH:19]=1)[CH2:11][CH2:12][CH2:13][CH2:14][CH2:15][CH3:16].C([NH2:40])(=O)C. The catalyst is C(Cl)Cl. The product is [Br:34][C:31]1[CH:32]=[CH:33][C:28]([C:26]2[N:40]=[C:22]([C:21]3[CH:35]=[CH:36][C:18]([O:17][CH2:10][CH2:11][CH2:12][CH2:13][CH2:14][CH2:15][CH3:16])=[CH:19][CH:20]=3)[O:24][CH:25]=2)=[CH:29][CH:30]=1. The yield is 0.230.